Dataset: Full USPTO retrosynthesis dataset with 1.9M reactions from patents (1976-2016). Task: Predict the reactants needed to synthesize the given product. (1) Given the product [F:1][C:2]1[CH:7]=[CH:6][C:5]([S:8]([NH:11][C:12]2[C:21]([C:22]([O:24][CH3:25])=[O:23])=[C:20]3[C:15]([C@H:16]4[CH2:26][C@H:17]4[CH2:18][O:19]3)=[CH:14][CH:13]=2)(=[O:10])=[O:9])=[C:4]([CH2:27][C@@H:28]2[CH2:32][CH2:31][NH:30][CH2:29]2)[CH:3]=1, predict the reactants needed to synthesize it. The reactants are: [F:1][C:2]1[CH:7]=[CH:6][C:5]([S:8]([NH:11][C:12]2[C:21]([C:22]([O:24][CH3:25])=[O:23])=[C:20]3[C:15]([C@H:16]4[CH2:26][C@H:17]4[CH2:18][O:19]3)=[CH:14][CH:13]=2)(=[O:10])=[O:9])=[C:4]([CH2:27][C@@H:28]2[CH2:32][CH2:31][N:30](C(=O)C(F)(F)F)[CH2:29]2)[CH:3]=1.C(=O)([O-])[O-].[K+].[K+]. (2) The reactants are: [CH:1](=[C:8]1[CH2:13][CH2:12][N:11]([C:14](=[O:18])[C:15]([OH:17])=O)[CH2:10][CH2:9]1)[C:2]1[CH:7]=[CH:6][CH:5]=[CH:4][CH:3]=1.C(N(CC)CC)C.[NH2:26][C:27]1[CH:36]=[CH:35][C:30]2[NH:31][C:32](=[O:34])[O:33][C:29]=2[CH:28]=1.CN(C(ON1N=NC2C=CC=CC1=2)=[N+](C)C)C.F[P-](F)(F)(F)(F)F. Given the product [CH:1](=[C:8]1[CH2:9][CH2:10][N:11]([C:14](=[O:18])[C:15]([NH:26][C:27]2[CH:36]=[CH:35][C:30]3[NH:31][C:32](=[O:34])[O:33][C:29]=3[CH:28]=2)=[O:17])[CH2:12][CH2:13]1)[C:2]1[CH:3]=[CH:4][CH:5]=[CH:6][CH:7]=1, predict the reactants needed to synthesize it. (3) Given the product [F:28][C:25]([F:26])([F:27])[C:24]([C:30]1[CH:37]=[C:34](/[CH:35]=[C:8]2/[C:9](=[O:12])[C:10]3[C:6]([CH2:7]/2)=[CH:5][C:4]([N:13]2[CH2:14][CH2:15][O:16][CH2:17][CH2:18]2)=[C:3]([O:2][CH3:1])[CH:11]=3)[CH:33]=[N:32][CH:31]=1)([OH:29])[C:23]([F:39])([F:38])[F:22], predict the reactants needed to synthesize it. The reactants are: [CH3:1][O:2][C:3]1[CH:11]=[C:10]2[C:6]([CH2:7][CH2:8][C:9]2=[O:12])=[CH:5][C:4]=1[N:13]1[CH2:18][CH2:17][O:16][CH2:15][CH2:14]1.CO.O.[F:22][C:23]([F:39])([F:38])[C:24]([C:30]1[CH:31]=[N:32][CH:33]=[C:34]([CH:37]=1)[CH:35]=O)([OH:29])[C:25]([F:28])([F:27])[F:26].[OH-].[Na+]. (4) Given the product [Br:13][C:7]1[C:5]([OH:6])=[C:4]([CH:10]=[C:9]([Cl:11])[CH:8]=1)[C:3]([O:2][CH3:1])=[O:12], predict the reactants needed to synthesize it. The reactants are: [CH3:1][O:2][C:3](=[O:12])[C:4]1[C:5](=[CH:7][CH:8]=[C:9]([Cl:11])[CH:10]=1)[OH:6].[Br:13]N1C(=O)CCC1=O. (5) Given the product [Cl:28][C:29]1[CH:34]=[CH:33][C:32]([C:38]#[N:39])=[C:31]([C:4]2[C:5]3[C:18](=[O:19])[CH2:17][CH2:16][C:6]=3[N:7]([CH2:8][C:9]([O:11][C:12]([CH3:15])([CH3:14])[CH3:13])=[O:10])[C:2](=[O:1])[CH:3]=2)[CH:30]=1, predict the reactants needed to synthesize it. The reactants are: [O:1]=[C:2]1[N:7]([CH2:8][C:9]([O:11][C:12]([CH3:15])([CH3:14])[CH3:13])=[O:10])[C:6]2[CH2:16][CH2:17][C:18](=[O:19])[C:5]=2[C:4](OS(C(F)(F)F)(=O)=O)=[CH:3]1.[Cl:28][C:29]1[CH:30]=[CH:31][C:32]([C:38]#[N:39])=[C:33](B(O)O)[CH:34]=1.C(=O)([O-])[O-].[K+].[K+]. (6) Given the product [CH3:31][N:32]([CH3:42])[C:33]1[CH:34]=[C:35]([C:36]([N:18]2[CH2:19][CH2:20][CH2:21][CH:16]([C:11]3[CH:12]=[CH:13][CH:14]=[CH:15][C:10]=3[C:9]([F:8])([F:22])[F:23])[CH2:17]2)=[O:37])[CH:39]=[CH:40][N:41]=1, predict the reactants needed to synthesize it. The reactants are: CCCP(=O)=O.Cl.[F:8][C:9]([F:23])([F:22])[C:10]1[CH:15]=[CH:14][CH:13]=[CH:12][C:11]=1[CH:16]1[CH2:21][CH2:20][CH2:19][NH:18][CH2:17]1.C(N(CC)CC)C.[CH3:31][N:32]([CH3:42])[C:33]1[CH:34]=[C:35]([CH:39]=[CH:40][N:41]=1)[C:36](O)=[O:37].C(=O)(O)[O-].[Na+].